This data is from Retrosynthesis with 50K atom-mapped reactions and 10 reaction types from USPTO. The task is: Predict the reactants needed to synthesize the given product. (1) Given the product C=Cc1nc(C)ccc1-c1ncc(C)o1, predict the reactants needed to synthesize it. The reactants are: C=C[Sn](CCCC)(CCCC)CCCC.Cc1ccc(-c2ncc(C)o2)c(Cl)n1. (2) Given the product CCOC(=O)C=C(C)C=CC=C(C)CCC=C(C)CCC=C(C)C, predict the reactants needed to synthesize it. The reactants are: CC(=O)C=CC=C(C)CCC=C(C)CCC=C(C)C.CCOC(=O)CP(=O)(OCC)OCC. (3) Given the product COCCOCCOc1cc2nncc(Nc3cc(O)c(C)cc3F)c2cc1OC, predict the reactants needed to synthesize it. The reactants are: COCCOCCOc1cc2nncc(Cl)c2cc1OC.Cc1cc(F)c(N)cc1O. (4) Given the product CN[C@@H](C)C(=O)N[C@H](C(=O)N1c2ncccc2C[C@H]1C(=O)Nc1ccccc1OC)C(C)C, predict the reactants needed to synthesize it. The reactants are: COc1ccccc1NC(=O)[C@@H]1Cc2cccnc2N1C(=O)[C@@H](NC(=O)[C@H](C)N(C)C(=O)OC(C)(C)C)C(C)C.